This data is from Forward reaction prediction with 1.9M reactions from USPTO patents (1976-2016). The task is: Predict the product of the given reaction. (1) Given the reactants [CH3:1][O:2][C:3]1[CH:8]=[C:7]([O:9][CH3:10])[CH:6]=[CH:5][C:4]=1B(O)O.Br[C:15]1[S:19][C:18]([CH:20]=[O:21])=[CH:17][CH:16]=1.C(=O)([O-])[O-].[K+].[K+].O, predict the reaction product. The product is: [CH3:1][O:2][C:3]1[CH:8]=[C:7]([O:9][CH3:10])[CH:6]=[CH:5][C:4]=1[C:15]1[S:19][C:18]([CH:20]=[O:21])=[CH:17][CH:16]=1. (2) Given the reactants [F:1][C:2]1[CH:3]=[CH:4][C:5]2[N:9]=[C:8]([C:10]3[O:11][C:12]([CH3:15])=[CH:13][CH:14]=3)[N:7]([C:16]3[C:24]4[O:23][CH2:22][C@@H:21]([NH:25][C:26]5[CH:38]=[CH:37][C:29]6[C@H:30]([CH2:33][C:34]([OH:36])=[O:35])[CH2:31][O:32][C:28]=6[CH:27]=5)[C:20]=4[CH:19]=[CH:18][CH:17]=3)[C:6]=2[CH:39]=1.[OH-].[Na+:41].C(#N)C, predict the reaction product. The product is: [F:1][C:2]1[CH:3]=[CH:4][C:5]2[N:9]=[C:8]([C:10]3[O:11][C:12]([CH3:15])=[CH:13][CH:14]=3)[N:7]([C:16]3[C:24]4[O:23][CH2:22][C@@H:21]([NH:25][C:26]5[CH:38]=[CH:37][C:29]6[C@H:30]([CH2:33][C:34]([O-:36])=[O:35])[CH2:31][O:32][C:28]=6[CH:27]=5)[C:20]=4[CH:19]=[CH:18][CH:17]=3)[C:6]=2[CH:39]=1.[Na+:41]. (3) Given the reactants [CH3:1][C:2]([CH3:7])([CH3:6])[CH2:3][CH:4]=O.[NH2:8][CH2:9][CH:10]1[CH2:13][N:12]([C:14]([O:16][C:17]([CH3:20])([CH3:19])[CH3:18])=[O:15])[CH2:11]1.[S-:21][C:22]#[N:23].[K+].II, predict the reaction product. The product is: [C:2]([C:3]1[S:21][C:22](=[NH:23])[N:8]([CH2:9][CH:10]2[CH2:13][N:12]([C:14]([O:16][C:17]([CH3:20])([CH3:19])[CH3:18])=[O:15])[CH2:11]2)[CH:4]=1)([CH3:7])([CH3:6])[CH3:1]. (4) Given the reactants C([O:8][C:9]1[CH:35]=[CH:34][C:33]([N:36]2[CH2:41][CH2:40][CH2:39][CH2:38][CH2:37]2)=[CH:32][C:10]=1[C:11]([NH:13][C:14]1[CH:23]=[C:22]([C:24]2[CH:29]=[CH:28][CH:27]=[CH:26][CH:25]=2)[C:21]([O:30][CH3:31])=[CH:20][C:15]=1[C:16]([O:18][CH3:19])=[O:17])=[O:12])C1C=CC=CC=1, predict the reaction product. The product is: [OH:8][C:9]1[CH:35]=[CH:34][C:33]([N:36]2[CH2:41][CH2:40][CH2:39][CH2:38][CH2:37]2)=[CH:32][C:10]=1[C:11]([NH:13][C:14]1[CH:23]=[C:22]([C:24]2[CH:25]=[CH:26][CH:27]=[CH:28][CH:29]=2)[C:21]([O:30][CH3:31])=[CH:20][C:15]=1[C:16]([O:18][CH3:19])=[O:17])=[O:12]. (5) Given the reactants [CH3:1][O:2][C:3]1[CH:4]=[C:5]([S:9][CH2:10][C:11]([C:13]2[CH:18]=[CH:17][N:16]=[CH:15][CH:14]=2)=O)[CH:6]=[CH:7][CH:8]=1.[OH-].[Na+], predict the reaction product. The product is: [CH3:1][O:2][C:3]1[CH:8]=[CH:7][C:6]2[C:11]([C:13]3[CH:18]=[CH:17][N:16]=[CH:15][CH:14]=3)=[CH:10][S:9][C:5]=2[CH:4]=1. (6) Given the reactants Cl.C(N=C=NCCCN(C)C)C.[CH2:13]([O:15][C:16]([N:18]1[CH2:23][CH2:22][N:21]([C:24]2[CH:29]=[CH:28][C:27]([NH2:30])=[CH:26][CH:25]=2)[CH2:20][CH2:19]1)=[O:17])[CH3:14].[I:31][C:32]1[CH:40]=[CH:39][CH:38]=[CH:37][C:33]=1[C:34](O)=[O:35].ON1C2C=CC=CC=2N=N1, predict the reaction product. The product is: [I:31][C:32]1[CH:40]=[CH:39][CH:38]=[CH:37][C:33]=1[C:34]([NH:30][C:27]1[CH:26]=[CH:25][C:24]([N:21]2[CH2:22][CH2:23][N:18]([C:16]([O:15][CH2:13][CH3:14])=[O:17])[CH2:19][CH2:20]2)=[CH:29][CH:28]=1)=[O:35]. (7) Given the reactants [H-].[Na+:2].[CH3:3][CH:4]([C:10]([CH3:12])=[O:11])[C:5]([O:7][CH2:8][CH3:9])=[O:6].[H][H].[CH2:15]1[CH2:22][O:21][S:18](=[O:20])(=[O:19])[CH2:17][CH2:16]1, predict the reaction product. The product is: [CH2:8]([O:7][C:5]([C:4]([CH3:3])([C:10](=[O:11])[CH3:12])[CH2:22][CH2:15][CH2:16][CH2:17][S:18]([O-:21])(=[O:20])=[O:19])=[O:6])[CH3:9].[Na+:2].